Dataset: Forward reaction prediction with 1.9M reactions from USPTO patents (1976-2016). Task: Predict the product of the given reaction. (1) Given the reactants [F:1][C:2]([F:13])([F:12])[O:3][C:4]1[CH:5]=[C:6]([CH:9]=[CH:10][CH:11]=1)[CH:7]=O.C1(P(C2C=CC=CC=2)(C2C=CC=CC=2)=[CH:21][C:22]([O:24][CH2:25][CH3:26])=[O:23])C=CC=CC=1, predict the reaction product. The product is: [F:1][C:2]([F:13])([F:12])[O:3][C:4]1[CH:5]=[C:6]([CH:7]=[CH:21][C:22]([O:24][CH2:25][CH3:26])=[O:23])[CH:9]=[CH:10][CH:11]=1. (2) Given the reactants [C:1]1([C:7]2[S:8][CH:9]=[C:10]([C:12]3[CH:13]=[CH:14][C:15]4[O:20][CH2:19][C:18](=[O:21])[NH:17][C:16]=4[CH:22]=3)[N:11]=2)[CH:6]=[CH:5][CH:4]=[CH:3][CH:2]=1.[CH3:23][S:24](Cl)(=[O:26])=[O:25], predict the reaction product. The product is: [CH3:23][S:24]([N:17]1[C:16]2[CH:22]=[C:12]([C:10]3[N:11]=[C:7]([C:1]4[CH:2]=[CH:3][CH:4]=[CH:5][CH:6]=4)[S:8][CH:9]=3)[CH:13]=[CH:14][C:15]=2[O:20][CH2:19][C:18]1=[O:21])(=[O:26])=[O:25]. (3) Given the reactants [C:1]([CH2:3][C:4](O)=[O:5])#[N:2].C(Cl)(=O)C(Cl)=O.[CH2:13]([O:15][C:16](=[O:29])[C:17]1[CH:22]=[CH:21][CH:20]=[CH:19][C:18]=1[NH:23][CH2:24][CH2:25][O:26][CH2:27][CH3:28])[CH3:14], predict the reaction product. The product is: [CH2:13]([O:15][C:16](=[O:29])[C:17]1[CH:22]=[CH:21][CH:20]=[CH:19][C:18]=1[N:23]([C:4](=[O:5])[CH2:3][C:1]#[N:2])[CH2:24][CH2:25][O:26][CH2:27][CH3:28])[CH3:14]. (4) Given the reactants [Cl:1][C:2]1[CH:3]=[C:4]([CH:7]=[CH:8][C:9]=1[OH:10])[CH:5]=O.[Cl-].O[NH3+:13], predict the reaction product. The product is: [Cl:1][C:2]1[CH:3]=[C:4]([CH:7]=[CH:8][C:9]=1[OH:10])[C:5]#[N:13].